This data is from Forward reaction prediction with 1.9M reactions from USPTO patents (1976-2016). The task is: Predict the product of the given reaction. (1) Given the reactants [NH2:1][CH2:2][CH2:3][CH2:4][N:5]([CH2:16][C:17]1[CH:22]=[CH:21][C:20]([Br:23])=[CH:19][C:18]=1[F:24])[C:6](=[O:15])[O:7][CH2:8][C:9]1[CH:14]=[CH:13][CH:12]=[CH:11][CH:10]=1.O=[C:26]1[CH2:31][CH2:30][N:29]([C:32]([O:34][C:35]([CH3:38])([CH3:37])[CH3:36])=[O:33])[CH2:28][CH2:27]1.C(O)(=O)C.[BH-](OC(C)=O)(OC(C)=O)OC(C)=O.[Na+].C([O-])(O)=O.[Na+], predict the reaction product. The product is: [CH2:8]([O:7][C:6]([N:5]([CH2:16][C:17]1[CH:22]=[CH:21][C:20]([Br:23])=[CH:19][C:18]=1[F:24])[CH2:4][CH2:3][CH2:2][NH:1][CH:26]1[CH2:31][CH2:30][N:29]([C:32]([O:34][C:35]([CH3:38])([CH3:37])[CH3:36])=[O:33])[CH2:28][CH2:27]1)=[O:15])[C:9]1[CH:10]=[CH:11][CH:12]=[CH:13][CH:14]=1. (2) Given the reactants [Cl:1][C:2]1[CH:7]=[CH:6][C:5]([NH:8][C:9](=[NH:32])/[CH:10]=[CH:11]/[C:12]2[CH:17]=[CH:16][C:15]([N:18]3[CH2:23][CH2:22][N:21](C(OC(C)(C)C)=O)[CH2:20][CH2:19]3)=[CH:14][C:13]=2[Cl:31])=[CH:4][CH:3]=1.FC(F)(F)C(O)=O, predict the reaction product. The product is: [Cl:1][C:2]1[CH:7]=[CH:6][C:5]([NH:8][C:9](=[NH:32])/[CH:10]=[CH:11]/[C:12]2[CH:17]=[CH:16][C:15]([N:18]3[CH2:23][CH2:22][NH:21][CH2:20][CH2:19]3)=[CH:14][C:13]=2[Cl:31])=[CH:4][CH:3]=1. (3) Given the reactants N[C@H:2]([C:10]([OH:12])=[O:11])[CH2:3][CH2:4][CH2:5]NC(=N)N.N[C@H:14]([C:20](O)=[O:21])CCCCN, predict the reaction product. The product is: [C:10]([OH:12])(=[O:11])[C:2]1[C:20](=[CH:14][CH:5]=[CH:4][CH:3]=1)[OH:21]. (4) The product is: [CH3:29][C@@:30]([NH:43][NH2:44])([C:40]([OH:42])=[O:41])[CH2:31][C:32]1[CH:33]=[CH:34][C:35]([OH:39])=[C:36]([OH:38])[CH:37]=1. Given the reactants C1C(C[C@H](N)C(O)=O)=CC(O)=C(O)C=1.C1C(C[C@H](N)C(O)=O)=CC(O)=C(O)C=1.[CH3:29][C@@:30]([NH:43][NH2:44])([C:40]([OH:42])=[O:41])[CH2:31][C:32]1[CH:33]=[CH:34][C:35]([OH:39])=[C:36]([OH:38])[CH:37]=1, predict the reaction product. (5) Given the reactants [Si:1]([O:8][CH2:9][CH2:10][C@H:11]([NH:15][C:16]([N:18]([CH2:20][CH2:21][CH2:22][CH2:23][CH:24]=[CH2:25])[CH3:19])=[O:17])[C:12]([OH:14])=O)([C:4]([CH3:7])([CH3:6])[CH3:5])([CH3:3])[CH3:2].S(C1C=CC(C)=CC=1)(O)(=O)=O.[CH2:37]([O:39][C:40]([C@@:42]1([NH2:47])[CH2:44][C@H:43]1[CH:45]=[CH2:46])=[O:41])[CH3:38].CN(C(ON1N=NC2C=CC=CC1=2)=[N+](C)C)C.[B-](F)(F)(F)F.CCN(C(C)C)C(C)C, predict the reaction product. The product is: [Si:1]([O:8][CH2:9][CH2:10][C@H:11]([NH:15][C:16]([N:18]([CH2:20][CH2:21][CH2:22][CH2:23][CH:24]=[CH2:25])[CH3:19])=[O:17])[C:12]([NH:47][C@:42]1([C:40]([O:39][CH2:37][CH3:38])=[O:41])[CH2:44][C@H:43]1[CH:45]=[CH2:46])=[O:14])([C:4]([CH3:5])([CH3:6])[CH3:7])([CH3:2])[CH3:3]. (6) Given the reactants Br[C:2]1[CH:3]=[C:4]([C:9]2([C:19]3[CH:24]=[CH:23][N:22]=[CH:21][CH:20]=3)[C:17]3[C:12](=[CH:13][CH:14]=[CH:15][CH:16]=3)[C:11]([NH2:18])=[N:10]2)[CH:5]=[CH:6][C:7]=1[F:8].[F:25][C:26]1[C:31](B(O)O)=[CH:30][CH:29]=[CH:28][N:27]=1, predict the reaction product. The product is: [F:8][C:7]1[CH:6]=[CH:5][C:4]([C:9]2([C:19]3[CH:24]=[CH:23][N:22]=[CH:21][CH:20]=3)[C:17]3[C:12](=[CH:13][CH:14]=[CH:15][CH:16]=3)[C:11]([NH2:18])=[N:10]2)=[CH:3][C:2]=1[C:31]1[C:26]([F:25])=[N:27][CH:28]=[CH:29][CH:30]=1.